The task is: Predict which catalyst facilitates the given reaction.. This data is from Catalyst prediction with 721,799 reactions and 888 catalyst types from USPTO. (1) Reactant: [Cl:1][C:2]1[S:3][CH:4]=[CH:5][N:6]=1.[Li]CCCC.CON(C)[C:15](=[O:17])[CH3:16]. Product: [Cl:1][C:2]1[S:3][C:4]([C:15](=[O:17])[CH3:16])=[CH:5][N:6]=1. The catalyst class is: 1. (2) Reactant: [CH2:1]([C:4]1([S:7]([N:10]2[C:21]3[C:13](=[C:14]([F:23])[C:15](=[O:22])[N:16]4[C:20]=3[CH2:19][CH2:18][CH2:17]4)[N:12]([C:24]3[CH:29]=[CH:28][C:27]([Br:30])=[CH:26][C:25]=3[F:31])C2=O)(=[O:9])=[O:8])[CH2:6][CH2:5]1)[CH:2]=[CH2:3]. Product: [Br:30][C:27]1[CH:28]=[CH:29][C:24]([NH:12][C:13]2[C:21]([NH:10][S:7]([C:4]3([CH2:1][CH:2]=[CH2:3])[CH2:5][CH2:6]3)(=[O:8])=[O:9])=[C:20]3[N:16]([CH2:17][CH2:18][CH2:19]3)[C:15](=[O:22])[C:14]=2[F:23])=[C:25]([F:31])[CH:26]=1. The catalyst class is: 1. (3) Reactant: O.[C:2]1([CH3:12])[CH:7]=[CH:6][C:5]([S:8]([OH:11])(=[O:10])=[O:9])=[CH:4][CH:3]=1.[S:13]1[CH:17]=[CH:16][C:15]2[C:18]([N:22]3[CH2:27][CH2:26][N:25]([CH2:28][CH2:29][CH2:30][CH2:31][O:32][C:33]4[CH:42]=[C:41]5[C:36]([CH:37]=[CH:38][C:39](=[O:43])[NH:40]5)=[CH:35][CH:34]=4)[CH2:24][CH2:23]3)=[CH:19][CH:20]=[CH:21][C:14]1=2. Product: [C:2]1([CH3:12])[CH:3]=[CH:4][C:5]([S:8]([OH:11])(=[O:9])=[O:10])=[CH:6][CH:7]=1.[S:13]1[CH:17]=[CH:16][C:15]2[C:18]([N:22]3[CH2:23][CH2:24][N:25]([CH2:28][CH2:29][CH2:30][CH2:31][O:32][C:33]4[CH:42]=[C:41]5[C:36]([CH:37]=[CH:38][C:39](=[O:43])[NH:40]5)=[CH:35][CH:34]=4)[CH2:26][CH2:27]3)=[CH:19][CH:20]=[CH:21][C:14]1=2. The catalyst class is: 138. (4) Reactant: [Cl-].O[NH3+:3].[C:4](=[O:7])([O-])[OH:5].[Na+].CS(C)=O.[CH2:13]([C:17]1[N:18]=[C:19]([CH3:48])[N:20]([C:39]2[CH:44]=[CH:43][CH:42]=[C:41]([CH:45]([CH3:47])[CH3:46])[CH:40]=2)[C:21](=[O:38])[C:22]=1[CH2:23][C:24]1[CH:29]=[CH:28][C:27]([C:30]2[C:31]([C:36]#[N:37])=[CH:32][CH:33]=[CH:34][CH:35]=2)=[CH:26][CH:25]=1)[CH2:14][CH2:15][CH3:16]. Product: [CH2:13]([C:17]1[N:18]=[C:19]([CH3:48])[N:20]([C:39]2[CH:44]=[CH:43][CH:42]=[C:41]([CH:45]([CH3:47])[CH3:46])[CH:40]=2)[C:21](=[O:38])[C:22]=1[CH2:23][C:24]1[CH:29]=[CH:28][C:27]([C:30]2[CH:35]=[CH:34][CH:33]=[CH:32][C:31]=2[C:36]2[NH:3][C:4](=[O:7])[O:5][N:37]=2)=[CH:26][CH:25]=1)[CH2:14][CH2:15][CH3:16]. The catalyst class is: 69. (5) Reactant: Cl[C:2]1[C:7]2[C:8]([C:19]([NH:21][CH3:22])=[O:20])=[N:9][N:10]([CH2:11][O:12][CH2:13][CH2:14][Si:15]([CH3:18])([CH3:17])[CH3:16])[C:6]=2[CH:5]=[C:4]([C:23]2[CH:28]=[C:27]([F:29])[C:26]([O:30][CH3:31])=[CH:25][C:24]=2[CH2:32][C:33]([F:36])([F:35])[F:34])[N:3]=1.[NH2:37][CH2:38][C:39]1[C:40]([N:45]([CH3:55])[S:46]([C:49]2[CH:54]=[CH:53][CH:52]=[CH:51][CH:50]=2)(=[O:48])=[O:47])=[N:41][CH:42]=[CH:43][N:44]=1.CCN(C(C)C)C(C)C. Product: [F:29][C:27]1[C:26]([O:30][CH3:31])=[CH:25][C:24]([CH2:32][C:33]([F:36])([F:35])[F:34])=[C:23]([C:4]2[N:3]=[C:2]([NH:37][CH2:38][C:39]3[C:40]([N:45]([CH3:55])[S:46]([C:49]4[CH:50]=[CH:51][CH:52]=[CH:53][CH:54]=4)(=[O:48])=[O:47])=[N:41][CH:42]=[CH:43][N:44]=3)[C:7]3[C:8]([C:19]([NH:21][CH3:22])=[O:20])=[N:9][N:10]([CH2:11][O:12][CH2:13][CH2:14][Si:15]([CH3:18])([CH3:17])[CH3:16])[C:6]=3[CH:5]=2)[CH:28]=1. The catalyst class is: 51. (6) Reactant: [NH2:1][C:2]1[CH:10]=[CH:9][CH:8]=[C:7]2[C:3]=1[CH2:4][O:5][C:6]2=[O:11].C1(C(N2CCN(C([C:25]3[CH:32]=[CH:31][C:28]([CH:29]=O)=[CH:27][CH:26]=3)=O)CC2)=O)CC1.[O-]S([O-])(=O)=O.[Mg+2].[CH:39]1([C:42]([N:44]2[CH2:49][CH2:48][N:47]([C:50]([C:52]3[CH:69]=[CH:68][C:55](/[CH:56]=N/C4C=CC=C5C=4COC5=O)=[CH:54][CH:53]=3)=[O:51])[CH2:46][CH2:45]2)=[O:43])[CH2:41][CH2:40]1.[CH:70](=[O:77])C1C=CC=CC=1.C[O-].[Na+].C(OCC)(=O)CC. Product: [CH:39]1([C:42]([N:44]2[CH2:45][CH2:46][N:47]([C:50]([C:52]3[CH:53]=[CH:54][C:55]([CH:56]4[CH:29]([C:28]5[CH:27]=[CH:26][CH:25]=[CH:32][CH:31]=5)[C:70](=[O:77])[C:3]5[C:7]([C:6]([O:5][CH3:4])=[O:11])=[CH:8][CH:9]=[CH:10][C:2]=5[NH:1]4)=[CH:68][CH:69]=3)=[O:51])[CH2:48][CH2:49]2)=[O:43])[CH2:40][CH2:41]1. The catalyst class is: 4. (7) Reactant: [Br:1][C:2]1[CH:3]=[C:4]([OH:9])[CH:5]=[C:6]([F:8])[CH:7]=1.C(=O)([O-])[O-].[K+].[K+].Br[CH:17]([CH2:22][CH2:23][Br:24])[C:18]([O:20][CH3:21])=[O:19]. Product: [Br:24][CH2:23][CH2:22][CH:17]([O:9][C:4]1[CH:5]=[C:6]([F:8])[CH:7]=[C:2]([Br:1])[CH:3]=1)[C:18]([O:20][CH3:21])=[O:19]. The catalyst class is: 3.